From a dataset of Catalyst prediction with 721,799 reactions and 888 catalyst types from USPTO. Predict which catalyst facilitates the given reaction. (1) Reactant: Cl.[C:2]([C:6]1[CH:11]=[CH:10][C:9]([CH:12]2[C:16]3[C:17]([CH3:24])=[C:18]([NH2:23])[C:19]([CH3:22])=[C:20]([CH3:21])[C:15]=3[O:14][C:13]2([CH3:26])[CH3:25])=[CH:8][CH:7]=1)([CH3:5])([CH3:4])[CH3:3].[C:27]([CH2:31][C:32](Cl)=[O:33])([CH3:30])([CH3:29])[CH3:28].C(N(CC)CC)C.O. Product: [C:2]([C:6]1[CH:11]=[CH:10][C:9]([CH:12]2[C:16]3[C:17]([CH3:24])=[C:18]([NH:23][C:32](=[O:33])[CH2:31][C:27]([CH3:30])([CH3:29])[CH3:28])[C:19]([CH3:22])=[C:20]([CH3:21])[C:15]=3[O:14][C:13]2([CH3:26])[CH3:25])=[CH:8][CH:7]=1)([CH3:5])([CH3:4])[CH3:3]. The catalyst class is: 4. (2) Reactant: [C-:1]#[N:2].[K+].C([O-])(=O)C.[NH4+:8].[CH2:9]([O:12][CH2:13][CH2:14][N:15]([CH3:37])[C:16](=[O:36])[C:17]1[CH:22]=[CH:21][C:20]([CH2:23][CH2:24][S:25]([N:28]2[CH2:33][CH2:32][C:31](=O)[CH2:30][CH2:29]2)(=[O:27])=[O:26])=[C:19]([CH3:35])[CH:18]=1)[CH:10]=[CH2:11].C(=O)(O)[O-].[Na+]. Product: [CH2:9]([O:12][CH2:13][CH2:14][N:15]([CH3:37])[C:16](=[O:36])[C:17]1[CH:22]=[CH:21][C:20]([CH2:23][CH2:24][S:25]([N:28]2[CH2:33][CH2:32][C:31]([NH2:8])([C:1]#[N:2])[CH2:30][CH2:29]2)(=[O:26])=[O:27])=[C:19]([CH3:35])[CH:18]=1)[CH:10]=[CH2:11]. The catalyst class is: 5.